Predict the product of the given reaction. From a dataset of Forward reaction prediction with 1.9M reactions from USPTO patents (1976-2016). Given the reactants [CH2:1]([O:8][C:9](=[O:50])[CH2:10][CH2:11][CH2:12][CH2:13][CH2:14][CH2:15][C:16]([NH:18][C@H:19]([C:47](O)=[O:48])[CH2:20][CH2:21][CH2:22][CH2:23][NH:24][C:25](=[O:46])[CH2:26][CH2:27][CH2:28][CH2:29][C:30]([NH:32][CH2:33][CH2:34][O:35][C@@H:36]1[O:44][C@@H:43]([CH3:45])[C@@H:41]([OH:42])[C@@H:39]([OH:40])[C@@H:37]1[OH:38])=[O:31])=[O:17])[C:2]1[CH:7]=[CH:6][CH:5]=[CH:4][CH:3]=1.C(Cl)CCl.C1C=CC2N(O)N=NC=2C=1.[NH2:65][CH2:66][CH2:67][CH2:68][CH2:69][CH2:70][C:71]([NH:73][CH2:74][CH2:75][O:76][C@@H:77]1[O:85][C@@H:84]([CH3:86])[C@@H:82]([OH:83])[C@@H:80]([OH:81])[C@@H:78]1[OH:79])=[O:72], predict the reaction product. The product is: [C@@H:77]1([O:76][CH2:75][CH2:74][NH:73][C:71](=[O:72])[CH2:70][CH2:69][CH2:68][CH2:67][CH2:66][NH:65][C:47](=[O:48])[C@@H:19]([NH:18][C:16](=[O:17])[CH2:15][CH2:14][CH2:13][CH2:12][CH2:11][CH2:10][C:9]([O:8][CH2:1][C:2]2[CH:3]=[CH:4][CH:5]=[CH:6][CH:7]=2)=[O:50])[CH2:20][CH2:21][CH2:22][CH2:23][NH:24][C:25](=[O:46])[CH2:26][CH2:27][CH2:28][CH2:29][C:30](=[O:31])[NH:32][CH2:33][CH2:34][O:35][C@@H:36]2[O:44][C@@H:43]([CH3:45])[C@@H:41]([OH:42])[C@@H:39]([OH:40])[C@@H:37]2[OH:38])[O:85][C@@H:84]([CH3:86])[C@@H:82]([OH:83])[C@@H:80]([OH:81])[C@@H:78]1[OH:79].